Dataset: Peptide-MHC class II binding affinity with 134,281 pairs from IEDB. Task: Regression. Given a peptide amino acid sequence and an MHC pseudo amino acid sequence, predict their binding affinity value. This is MHC class II binding data. (1) The peptide sequence is GELQIIDKIDAAFKI. The MHC is DRB1_0701 with pseudo-sequence DRB1_0701. The binding affinity (normalized) is 0.771. (2) The peptide sequence is VVFPASFFIKLPIILA. The MHC is DRB1_0405 with pseudo-sequence DRB1_0405. The binding affinity (normalized) is 0.590. (3) The peptide sequence is GFAPAAAQAVETAAQ. The MHC is DRB1_0701 with pseudo-sequence DRB1_0701. The binding affinity (normalized) is 0.186. (4) The peptide sequence is IGRNPNRDGDSYYYS. The MHC is DRB1_0701 with pseudo-sequence DRB1_0701. The binding affinity (normalized) is 0.407. (5) The peptide sequence is GELQINDKIDAAFKI. The MHC is DRB1_0401 with pseudo-sequence DRB1_0401. The binding affinity (normalized) is 0.461. (6) The peptide sequence is PAGVCPTIGVGGNFA. The MHC is DRB1_0701 with pseudo-sequence DRB1_0701. The binding affinity (normalized) is 0.274. (7) The peptide sequence is NKIVRMYSPISI. The MHC is DRB1_0701 with pseudo-sequence DRB1_0701. The binding affinity (normalized) is 0.483. (8) The peptide sequence is LDIYQKLYIKQEEQK. The MHC is DRB1_0101 with pseudo-sequence DRB1_0101. The binding affinity (normalized) is 0.265.